Dataset: Forward reaction prediction with 1.9M reactions from USPTO patents (1976-2016). Task: Predict the product of the given reaction. (1) Given the reactants [N+:1]([C:4]1[CH:5]=[C:6]([OH:13])[CH:7]=[CH:8][C:9]=1[N+:10]([O-:12])=[O:11])([O-:3])=[O:2].[CH2:14](Br)[C:15]1[CH:20]=[CH:19][CH:18]=[CH:17][CH:16]=1.C(=O)([O-])[O-].[K+].[K+], predict the reaction product. The product is: [CH2:14]([O:13][C:6]1[CH:7]=[CH:8][C:9]([N+:10]([O-:12])=[O:11])=[C:4]([N+:1]([O-:3])=[O:2])[CH:5]=1)[C:15]1[CH:20]=[CH:19][CH:18]=[CH:17][CH:16]=1. (2) Given the reactants I[C:2]1[C:10]2[C:5](=[CH:6][N:7]=[C:8]([C:11]3[CH:12]=[N:13][CH:14]=[CH:15][CH:16]=3)[CH:9]=2)[NH:4][N:3]=1.C([Sn](CCCCC)(CCCCC)[C:22]1[CH:27]=[CH:26][CH:25]=[CH:24][N:23]=1)CCC.[Li+].[Cl-], predict the reaction product. The product is: [N:23]1[CH:24]=[CH:25][CH:26]=[CH:27][C:22]=1[C:2]1[C:10]2[C:5](=[CH:6][N:7]=[C:8]([C:11]3[CH:12]=[N:13][CH:14]=[CH:15][CH:16]=3)[CH:9]=2)[NH:4][N:3]=1. (3) Given the reactants Br[C:2]1[CH:3]=[N:4][C:5]2[N:6]([CH:8]=[C:9]([CH2:11][O:12][C:13]3[CH:18]=[CH:17][C:16]([OH:19])=[CH:15][CH:14]=3)[N:10]=2)[CH:7]=1.[F:20][C:21]1[CH:26]=[CH:25][C:24](B(O)O)=[CH:23][CH:22]=1, predict the reaction product. The product is: [F:20][C:21]1[CH:26]=[CH:25][C:24]([C:2]2[CH:3]=[N:4][C:5]3[N:6]([CH:8]=[C:9]([CH2:11][O:12][C:13]4[CH:18]=[CH:17][C:16]([OH:19])=[CH:15][CH:14]=4)[N:10]=3)[CH:7]=2)=[CH:23][CH:22]=1. (4) Given the reactants C(OC(=O)[NH:7][C:8]1[CH:13]=[C:12]([CH3:14])[C:11]([C:15]([F:18])([F:17])[F:16])=[CH:10][C:9]=1[NH:19][C:20](=[O:43])[CH2:21][C:22](=O)[C:23]1[CH:28]=[CH:27][CH:26]=[C:25]([N:29]2[C:33]([CH2:34][O:35]C3CCCCO3)=[CH:32][N:31]=[N:30]2)[CH:24]=1)(C)(C)C.C(O)(C(F)(F)F)=O, predict the reaction product. The product is: [OH:35][CH2:34][C:33]1[N:29]([C:25]2[CH:24]=[C:23]([C:22]3[CH2:21][C:20](=[O:43])[NH:19][C:9]4[CH:10]=[C:11]([C:15]([F:16])([F:18])[F:17])[C:12]([CH3:14])=[CH:13][C:8]=4[N:7]=3)[CH:28]=[CH:27][CH:26]=2)[N:30]=[N:31][CH:32]=1. (5) Given the reactants [NH2:1][C:2]1[CH:11]=[C:10]2[C:5]([CH:6]([CH2:12][CH2:13][CH2:14][CH3:15])[O:7][C:8]2=[O:9])=[CH:4][CH:3]=1.[C:16]([OH:25])(=[O:24])[CH:17]([CH:19]([C:21]([OH:23])=[O:22])[OH:20])[OH:18], predict the reaction product. The product is: [C:21]([CH:19]([CH:17]([C:16]([OH:25])=[O:24])[OH:18])[OH:20])([OH:23])=[O:22].[NH2:1][C:2]1[CH:11]=[C:10]2[C:5]([C@@H:6]([CH2:12][CH2:13][CH2:14][CH3:15])[O:7][C:8]2=[O:9])=[CH:4][CH:3]=1. (6) Given the reactants [C:1]1([N:7]2[C:11]([C:12]3[S:13][CH:14]=[CH:15][CH:16]=3)=[CH:10][C:9]([CH2:17][CH2:18][CH:19]=O)=[N:8]2)[CH:6]=[CH:5][CH:4]=[CH:3][CH:2]=1.[Cl:21][C:22]1[CH:23]=[C:24]([N:29]2[CH2:34][CH2:33][NH:32][CH2:31][CH2:30]2)[CH:25]=[CH:26][C:27]=1[Cl:28].CCN(C(C)C)C(C)C.[BH-](OC(C)=O)(OC(C)=O)OC(C)=O.[Na+], predict the reaction product. The product is: [Cl:21][C:22]1[CH:23]=[C:24]([N:29]2[CH2:34][CH2:33][N:32]([CH2:19][CH2:18][CH2:17][C:9]3[CH:10]=[C:11]([C:12]4[S:13][CH:14]=[CH:15][CH:16]=4)[N:7]([C:1]4[CH:6]=[CH:5][CH:4]=[CH:3][CH:2]=4)[N:8]=3)[CH2:31][CH2:30]2)[CH:25]=[CH:26][C:27]=1[Cl:28]. (7) The product is: [CH2:1]([NH:3][C:4]([C:6]1[C:10]([C:44]2[CH:45]=[CH:46][CH:47]=[C:42]([N:39]3[CH2:40][CH2:41][N:36]([CH3:35])[CH2:37][CH2:38]3)[CH:43]=2)=[C:9]([C:12]2[CH:17]=[C:16]([Cl:18])[C:15]([O:19][CH2:20][C:21]3[CH:26]=[CH:25][CH:24]=[CH:23][CH:22]=3)=[CH:14][C:13]=2[O:27][CH2:28][C:29]2[CH:34]=[CH:33][CH:32]=[CH:31][CH:30]=2)[O:8][N:7]=1)=[O:5])[CH3:2]. Given the reactants [CH2:1]([NH:3][C:4]([C:6]1[C:10](Br)=[C:9]([C:12]2[CH:17]=[C:16]([Cl:18])[C:15]([O:19][CH2:20][C:21]3[CH:26]=[CH:25][CH:24]=[CH:23][CH:22]=3)=[CH:14][C:13]=2[O:27][CH2:28][C:29]2[CH:34]=[CH:33][CH:32]=[CH:31][CH:30]=2)[O:8][N:7]=1)=[O:5])[CH3:2].[CH3:35][N:36]1[CH2:41][CH2:40][N:39]([C:42]2[CH:47]=[CH:46][CH:45]=[C:44](B3OC(C)(C)C(C)(C)O3)[CH:43]=2)[CH2:38][CH2:37]1, predict the reaction product. (8) Given the reactants [C:1](Cl)(=O)[C:2]([Cl:4])=[O:3].[C@@H:7]1(C(O)=O)C[C@H:8]1[C:10]([OH:12])=O.CN(C=O)C.[Cl:21]CCl, predict the reaction product. The product is: [C@@H:1]1([C:2]([Cl:4])=[O:3])[CH2:7][C@H:8]1[C:10]([Cl:21])=[O:12]. (9) Given the reactants [Cl:1][C:2]1[CH:7]=[C:6]([Cl:8])[CH:5]=[CH:4][C:3]=1[C:9]1[N:14]2[N:15]=[C:16]([CH2:18][CH3:19])[CH:17]=[C:13]2[N:12]=[C:11]([CH3:20])[N:10]=1.[N+:21]([O-])([OH:23])=[O:22].CCOC(C)=O, predict the reaction product. The product is: [Cl:1][C:2]1[CH:7]=[C:6]([Cl:8])[CH:5]=[CH:4][C:3]=1[C:9]1[N:14]2[N:15]=[C:16]([CH2:18][CH3:19])[C:17]([N+:21]([O-:23])=[O:22])=[C:13]2[N:12]=[C:11]([CH3:20])[N:10]=1. (10) Given the reactants [N:1]1[N:2]([C:10]2[CH:11]=[C:12]([CH2:21][CH2:22][C:23]([OH:25])=[O:24])[CH:13]=[C:14]([C:17]([CH3:20])([CH3:19])[CH3:18])[C:15]=2[OH:16])[N:3]=[C:4]2[CH:9]=[CH:8][CH:7]=[CH:6][C:5]=12.S(=O)(=O)(O)O.[CH3:31]O, predict the reaction product. The product is: [N:1]1[N:2]([C:10]2[CH:11]=[C:12]([CH2:21][CH2:22][C:23]([O:25][CH3:31])=[O:24])[CH:13]=[C:14]([C:17]([CH3:20])([CH3:18])[CH3:19])[C:15]=2[OH:16])[N:3]=[C:4]2[CH:9]=[CH:8][CH:7]=[CH:6][C:5]=12.